Dataset: Peptide-MHC class I binding affinity with 185,985 pairs from IEDB/IMGT. Task: Regression. Given a peptide amino acid sequence and an MHC pseudo amino acid sequence, predict their binding affinity value. This is MHC class I binding data. (1) The peptide sequence is ARKARAAPL. The MHC is HLA-C07:02 with pseudo-sequence HLA-C07:02. The binding affinity (normalized) is 0.331. (2) The peptide sequence is VEIKTGFKL. The MHC is HLA-A02:19 with pseudo-sequence HLA-A02:19. The binding affinity (normalized) is 0.0847. (3) The peptide sequence is VGPRWMEW. The MHC is H-2-Dd with pseudo-sequence H-2-Dd. The binding affinity (normalized) is 0.681. (4) The peptide sequence is KIIAVFDSKL. The MHC is HLA-A68:02 with pseudo-sequence HLA-A68:02. The binding affinity (normalized) is 0.0420.